This data is from Catalyst prediction with 721,799 reactions and 888 catalyst types from USPTO. The task is: Predict which catalyst facilitates the given reaction. Reactant: [Br:1][C:2]1[CH:7]=[CH:6][C:5]([C:8]2([CH:13]=[O:14])[CH2:12][CH2:11][CH2:10][CH2:9]2)=[CH:4][CH:3]=1.[BH4-].[Na+]. Product: [Br:1][C:2]1[CH:3]=[CH:4][C:5]([C:8]2([CH2:13][OH:14])[CH2:12][CH2:11][CH2:10][CH2:9]2)=[CH:6][CH:7]=1. The catalyst class is: 5.